The task is: Regression. Given two drug SMILES strings and cell line genomic features, predict the synergy score measuring deviation from expected non-interaction effect.. This data is from NCI-60 drug combinations with 297,098 pairs across 59 cell lines. (1) Drug 1: CC1C(C(=O)NC(C(=O)N2CCCC2C(=O)N(CC(=O)N(C(C(=O)O1)C(C)C)C)C)C(C)C)NC(=O)C3=C4C(=C(C=C3)C)OC5=C(C(=O)C(=C(C5=N4)C(=O)NC6C(OC(=O)C(N(C(=O)CN(C(=O)C7CCCN7C(=O)C(NC6=O)C(C)C)C)C)C(C)C)C)N)C. Drug 2: C1CNP(=O)(OC1)N(CCCl)CCCl. Cell line: SF-268. Synergy scores: CSS=10.4, Synergy_ZIP=-1.35, Synergy_Bliss=2.17, Synergy_Loewe=-17.3, Synergy_HSA=-1.61. (2) Drug 1: CC1=C(C(=O)C2=C(C1=O)N3CC4C(C3(C2COC(=O)N)OC)N4)N. Drug 2: CC1C(C(CC(O1)OC2CC(CC3=C2C(=C4C(=C3O)C(=O)C5=C(C4=O)C(=CC=C5)OC)O)(C(=O)CO)O)N)O.Cl. Cell line: MALME-3M. Synergy scores: CSS=54.7, Synergy_ZIP=-2.85, Synergy_Bliss=-2.93, Synergy_Loewe=-6.03, Synergy_HSA=0.630. (3) Drug 1: C1C(C(OC1N2C=NC3=C(N=C(N=C32)Cl)N)CO)O. Drug 2: CC1=C(C(CCC1)(C)C)C=CC(=CC=CC(=CC(=O)O)C)C. Cell line: NCI-H226. Synergy scores: CSS=11.3, Synergy_ZIP=-6.06, Synergy_Bliss=-5.52, Synergy_Loewe=-4.31, Synergy_HSA=-2.89.